This data is from Full USPTO retrosynthesis dataset with 1.9M reactions from patents (1976-2016). The task is: Predict the reactants needed to synthesize the given product. Given the product [N:33]1[CH:34]=[CH:35][CH:36]=[CH:37][C:32]=1[CH2:31][N:27]1[C:28]2[C:24](=[CH:23][C:22]([NH:21][C:13]3[C:12]4[C:11]([OH:3])=[CH:20][CH:19]=[CH:18][C:17]=4[N:16]=[CH:15][N:14]=3)=[CH:30][CH:29]=2)[CH:25]=[N:26]1, predict the reactants needed to synthesize it. The reactants are: [H-].[Na+].[OH:3]CCNC(=O)C.F[C:11]1[CH:20]=[CH:19][CH:18]=[C:17]2[C:12]=1[C:13]([NH:21][C:22]1[CH:23]=[C:24]3[C:28](=[CH:29][CH:30]=1)[N:27]([CH2:31][C:32]1[CH:37]=[CH:36][CH:35]=[CH:34][N:33]=1)[N:26]=[CH:25]3)=[N:14][CH:15]=[N:16]2.